Predict the product of the given reaction. From a dataset of Forward reaction prediction with 1.9M reactions from USPTO patents (1976-2016). (1) Given the reactants F[C:2]1[C:7]([O:8][CH3:9])=[CH:6][CH:5]=[CH:4][C:3]=1[C:10]([C:12]1[CH:17]=[CH:16][N:15]=[C:14]([S:18][CH3:19])[N:13]=1)=O.[NH2:20][OH:21].C1CCN2C(=NCCC2)CC1, predict the reaction product. The product is: [CH3:9][O:8][C:7]1[C:2]2[O:21][N:20]=[C:10]([C:12]3[CH:17]=[CH:16][N:15]=[C:14]([S:18][CH3:19])[N:13]=3)[C:3]=2[CH:4]=[CH:5][CH:6]=1. (2) Given the reactants [Cl:1][C:2]1[CH:10]=[CH:9][CH:8]=[C:7]2[C:3]=1[C:4](=[O:20])[C:5](=[O:19])[N:6]2[CH:11]([CH2:15][CH:16]([CH3:18])[CH3:17])[C:12]([OH:14])=O.[S:21]1[CH:25]=[CH:24][N:23]=[C:22]1[NH2:26].C(N(CC)C(C)C)(C)C.F[P-](F)(F)(F)(F)F.N1(O[P+](N(C)C)(N(C)C)N(C)C)C2C=CC=CC=2N=N1, predict the reaction product. The product is: [S:21]1[CH:25]=[CH:24][N:23]=[C:22]1[NH:26][C:12](=[O:14])[CH:11]([N:6]1[C:7]2[C:3](=[C:2]([Cl:1])[CH:10]=[CH:9][CH:8]=2)[C:4](=[O:20])[C:5]1=[O:19])[CH2:15][CH:16]([CH3:18])[CH3:17]. (3) Given the reactants [CH:1]1[C:14]2[N:13]([CH2:15][CH2:16][OH:17])[C:12]3[C:7](=[CH:8][CH:9]=[CH:10][CH:11]=3)[O:6][C:5]=2[CH:4]=[CH:3][CH:2]=1.C(N(CC)CC)C.[CH3:25][S:26](Cl)(=[O:28])=[O:27].O, predict the reaction product. The product is: [CH3:25][S:26]([O:17][CH2:16][CH2:15][N:13]1[C:14]2[CH:1]=[CH:2][CH:3]=[CH:4][C:5]=2[O:6][C:7]2[C:12]1=[CH:11][CH:10]=[CH:9][CH:8]=2)(=[O:28])=[O:27]. (4) Given the reactants Br[CH:2]1[CH2:5][C:4]2([O:9][CH2:8][CH2:7][O:6]2)[CH2:3]1.[I:10][C:11]1[CH:12]=[N:13][NH:14][CH:15]=1.C([O-])([O-])=O.[K+].[K+].C1OCCOCCOCCOCCOCCOC1, predict the reaction product. The product is: [CH2:3]1[C:4]2([O:9][CH2:8][CH2:7][O:6]2)[CH2:5][CH:2]1[N:13]1[CH:12]=[C:11]([I:10])[CH:15]=[N:14]1. (5) Given the reactants [CH:1]1([C:7](Cl)=[O:8])[CH2:6][CH2:5][CH2:4][CH2:3][CH2:2]1.[O:10]1CCCC1.[Br:15][C:16]([F:26])([F:25])[C:17]([F:24])([F:23])[CH2:18][CH2:19][CH2:20][CH2:21]O.C(N(CC)CC)C, predict the reaction product. The product is: [CH:1]1([C:7]([OH:8])=[O:10])[CH2:6][CH2:5][CH2:4][CH2:3][CH2:2]1.[Br:15][C:16]([F:25])([F:26])[C:17]([F:23])([F:24])[CH2:18][CH2:19][CH2:20][CH3:21].